From a dataset of Catalyst prediction with 721,799 reactions and 888 catalyst types from USPTO. Predict which catalyst facilitates the given reaction. (1) Reactant: [C:1]([O:5][C:6](=[O:24])[CH2:7][N:8]1[C:16]2[C:11](=[CH:12][CH:13]=[CH:14][CH:15]=2)[CH:10]=[C:9]1[CH2:17][CH2:18][C:19](OCC)=[O:20])([CH3:4])([CH3:3])[CH3:2].CC(C)([O-])C.[K+].[Cl-].[NH4+]. Product: [O:20]=[C:19]1[CH:7]([C:6]([O:5][C:1]([CH3:4])([CH3:3])[CH3:2])=[O:24])[N:8]2[C:16]3[C:11]([CH:10]=[C:9]2[CH2:17][CH2:18]1)=[CH:12][CH:13]=[CH:14][CH:15]=3. The catalyst class is: 1. (2) Reactant: [OH:1][C:2]1[CH:9]=[CH:8][C:5]([CH:6]=[O:7])=[CH:4][C:3]=1[CH3:10].C(=O)([O-])[O-].[K+].[K+].Cl.Cl[CH2:19][CH2:20][N:21]1[CH2:26][CH2:25][O:24][CH2:23][CH2:22]1. Product: [CH3:10][C:3]1[CH:4]=[C:5]([CH:8]=[CH:9][C:2]=1[O:1][CH2:19][CH2:20][N:21]1[CH2:26][CH2:25][O:24][CH2:23][CH2:22]1)[CH:6]=[O:7]. The catalyst class is: 3. (3) Reactant: [Cl:1][C:2]1[CH:7]=[C:6]([Cl:8])[CH:5]=[CH:4][C:3]=1[S:9][C:10]1[S:14][C:13]([C:15](=[O:17])[CH3:16])=[CH:12][C:11]=1[N+:18]([O-])=O.C(O)C.[Cl-].[NH4+]. Product: [NH2:18][C:11]1[CH:12]=[C:13]([C:15](=[O:17])[CH3:16])[S:14][C:10]=1[S:9][C:3]1[CH:4]=[CH:5][C:6]([Cl:8])=[CH:7][C:2]=1[Cl:1]. The catalyst class is: 150. (4) Reactant: [CH3:1][N:2]([CH2:4][CH2:5][CH2:6][O:7][CH2:8][CH2:9][CH2:10][CH2:11][CH2:12][CH2:13][CH2:14][CH2:15][CH2:16][CH2:17][CH2:18][CH2:19][CH2:20][CH2:21][CH2:22][CH2:23][CH2:24][CH3:25])[CH3:3].[CH3:26][Cl:27]. Product: [Cl-:27].[CH3:1][N+:2]([CH2:4][CH2:5][CH2:6][O:7][CH2:8][CH2:9][CH2:10][CH2:11][CH2:12][CH2:13][CH2:14][CH2:15][CH2:16][CH2:17][CH2:18][CH2:19][CH2:20][CH2:21][CH2:22][CH2:23][CH2:24][CH3:25])([CH3:26])[CH3:3]. The catalyst class is: 32. (5) Reactant: [CH3:1][C@H:2]([C:15]([OH:17])=[O:16])[C:3]1[CH:4]=[CH:5][C:6]2[CH:7]=[C:8]([O:13][CH3:14])[CH:9]=[CH:10][C:11]=2[CH:12]=1.[Cl-].[CH2:19](O)/[CH:20]=[CH:21]\[CH2:22][OH:23].C(N(CC)CC)C.CCOC(C)=O. Product: [CH3:14][O:13][C:8]1[CH:7]=[C:6]2[C:11](=[CH:10][CH:9]=1)[CH:12]=[C:3]([C@H:2]([CH3:1])[C:15]([O:17][CH2:19]/[CH:20]=[CH:21]\[CH2:22][OH:23])=[O:16])[CH:4]=[CH:5]2. The catalyst class is: 2. (6) Reactant: [C:1]([O:5][C:6]([NH:8][CH2:9][C@H:10]1[CH2:15][CH2:14][C@H:13]([C:16]([NH:18][C@@H:19]([CH2:43][C:44]2[CH:49]=[CH:48][C:47]([C:50]3[CH:55]=[C:54]([C:56]([O:58]C)=[O:57])[CH:53]=[CH:52][C:51]=3[CH3:60])=[CH:46][CH:45]=2)[C:20]([NH:22][C:23]2[CH:28]=[CH:27][C:26]([C:29]3[NH:33][N:32]=[C:31]([C:34]([F:42])([F:41])[C:35]([F:40])([F:39])[C:36]([OH:38])=[O:37])[N:30]=3)=[CH:25][CH:24]=2)=[O:21])=[O:17])[CH2:12][CH2:11]1)=[O:7])([CH3:4])([CH3:3])[CH3:2].O.[OH-].[Li+].C(OCC)(=O)C.O.Cl. Product: [C:1]([O:5][C:6]([NH:8][CH2:9][C@H:10]1[CH2:11][CH2:12][C@H:13]([C:16]([NH:18][C@H:19]([C:20]([NH:22][C:23]2[CH:28]=[CH:27][C:26]([C:29]3[NH:33][N:32]=[C:31]([C:34]([F:41])([F:42])[C:35]([C:36]([OH:38])=[O:37])([F:39])[F:40])[N:30]=3)=[CH:25][CH:24]=2)=[O:21])[CH2:43][C:44]2[CH:49]=[CH:48][C:47]([C:50]3[C:51]([CH3:60])=[CH:52][CH:53]=[C:54]([C:56]([OH:58])=[O:57])[CH:55]=3)=[CH:46][CH:45]=2)=[O:17])[CH2:14][CH2:15]1)=[O:7])([CH3:4])([CH3:2])[CH3:3]. The catalyst class is: 30. (7) The catalyst class is: 17. Product: [CH3:20][C:18]([CH3:21])([CH3:19])[CH2:17][CH2:16][C@@H:15]([C:22]([O:24][CH3:25])=[O:23])[NH:14][C:12]([C:3]1[C:2]([NH:1][C:27]([NH:26][C:29]2[C:30]([CH3:37])=[CH:31][C:32]([CH3:36])=[CH:33][C:34]=2[CH3:35])=[O:28])=[CH:11][C:10]2[C:5](=[CH:6][CH:7]=[CH:8][CH:9]=2)[CH:4]=1)=[O:13]. Reactant: [NH2:1][C:2]1[C:3]([C:12]([NH:14][C@H:15]([C:22]([O:24][CH3:25])=[O:23])[CH2:16][CH2:17][C:18]([CH3:21])([CH3:20])[CH3:19])=[O:13])=[CH:4][C:5]2[C:10]([CH:11]=1)=[CH:9][CH:8]=[CH:7][CH:6]=2.[N:26]([C:29]1[C:34]([CH3:35])=[CH:33][C:32]([CH3:36])=[CH:31][C:30]=1[CH3:37])=[C:27]=[O:28].